Dataset: Reaction yield outcomes from USPTO patents with 853,638 reactions. Task: Predict the reaction yield, written as a fraction of the theoretical maximum amount of product (1.0 means a 100% yield; for example, 0.34 means a 34% yield). (1) The reactants are C([N:8]1[CH2:35][C:10]2([CH2:15][N:14]3[N:16]=[C:17]([C:22]4[CH:27]=[CH:26][C:25]([O:28][C:29]5[CH:34]=[CH:33][CH:32]=[CH:31][CH:30]=5)=[CH:24][CH:23]=4)[C:18]([C:19]([NH2:21])=[O:20])=[C:13]3[NH:12][CH2:11]2)[CH2:9]1)C1C=CC=CC=1. The catalyst is C(Cl)Cl.CO.[Pd]. The product is [O:28]([C:25]1[CH:24]=[CH:23][C:22]([C:17]2[C:18]([C:19]([NH2:21])=[O:20])=[C:13]3[NH:12][CH2:11][C:10]4([CH2:9][NH:8][CH2:35]4)[CH2:15][N:14]3[N:16]=2)=[CH:27][CH:26]=1)[C:29]1[CH:34]=[CH:33][CH:32]=[CH:31][CH:30]=1. The yield is 0.190. (2) The reactants are [Cl:1][C:2]1[CH:7]=[CH:6][C:5]([C:8]2[C:12]([CH2:13][O:14][C:15]3[CH:23]=[CH:22][C:18]([C:19]([OH:21])=O)=[CH:17][N:16]=3)=[C:11]([CH2:24][OH:25])[O:10][N:9]=2)=[CH:4][CH:3]=1.[F:26][C:27]([F:31])([F:30])[CH2:28][NH2:29].O.ON1C2C=CC=CC=2N=N1.C(N(C(C)C)C(C)C)C.Cl.CN(C)CCCN=C=NCC. The catalyst is C1COCC1. The product is [Cl:1][C:2]1[CH:3]=[CH:4][C:5]([C:8]2[C:12]([CH2:13][O:14][C:15]3[CH:23]=[CH:22][C:18]([C:19]([NH:29][CH2:28][C:27]([F:31])([F:30])[F:26])=[O:21])=[CH:17][N:16]=3)=[C:11]([CH2:24][OH:25])[O:10][N:9]=2)=[CH:6][CH:7]=1. The yield is 0.660. (3) The reactants are C(OC([NH:8][C@@H:9]1[C@H:14]([NH:15][C:16]2[N:21]=[C:20]([C:22]3[S:26][N:25]=[C:24]([CH:27]4[CH2:29][CH2:28]4)[CH:23]=3)[C:19]3[C:30](=[O:40])[N:31](C(OC(C)(C)C)=O)[CH2:32][C:18]=3[C:17]=2[F:41])[CH2:13][CH2:12][O:11][CH2:10]1)=O)(C)(C)C.Cl.O1CCOCC1.CCO. The catalyst is CO. The product is [NH2:8][C@@H:9]1[C@H:14]([NH:15][C:16]2[N:21]=[C:20]([C:22]3[S:26][N:25]=[C:24]([CH:27]4[CH2:29][CH2:28]4)[CH:23]=3)[C:19]3[C:30](=[O:40])[NH:31][CH2:32][C:18]=3[C:17]=2[F:41])[CH2:13][CH2:12][O:11][CH2:10]1. The yield is 0.620. (4) The reactants are [CH3:1][N:2]([CH3:15])[C:3]1[CH2:4][C:5]2[C:10]([CH:11]=1)=[CH:9][C:8]([N+:12]([O-:14])=[O:13])=[CH:7][CH:6]=2. The catalyst is CO.C1COCC1.[Pd]. The product is [CH3:1][N:2]([CH3:15])[CH:3]1[CH2:11][C:10]2[C:5](=[CH:6][CH:7]=[C:8]([N+:12]([O-:14])=[O:13])[CH:9]=2)[CH2:4]1. The yield is 0.820. (5) The reactants are [N:1]1[CH:6]=[CH:5][CH:4]=[CH:3][C:2]=1[C:7]1[N:11]=[C:10]([C:12]2[CH:17]=[C:16](Br)[CH:15]=[CH:14][C:13]=2[O:19][CH3:20])[O:9][N:8]=1. The catalyst is O1CCCC1.C1C=CC([P]([Pd]([P](C2C=CC=CC=2)(C2C=CC=CC=2)C2C=CC=CC=2)([P](C2C=CC=CC=2)(C2C=CC=CC=2)C2C=CC=CC=2)[P](C2C=CC=CC=2)(C2C=CC=CC=2)C2C=CC=CC=2)(C2C=CC=CC=2)C2C=CC=CC=2)=CC=1. The product is [N:1]1[CH:6]=[CH:5][CH:4]=[CH:3][C:2]=1[C:7]1[N:11]=[C:10]([C:12]2[CH:17]=[C:16]([C:2]3[CH:3]=[CH:4][CH:5]=[CH:6][N:1]=3)[CH:15]=[CH:14][C:13]=2[O:19][CH3:20])[O:9][N:8]=1. The yield is 0.130. (6) The reactants are [CH3:1][C:2]1[N:7]2[CH:8]=[CH:9][N:10]=[C:6]2[CH:5]=[C:4]([CH3:11])[C:3]=1[C:12]#N.N([O-])=[O:15].[Na+].[OH-:18].[Na+]. The catalyst is OS(O)(=O)=O.O. The product is [CH3:1][C:2]1[N:7]2[CH:8]=[CH:9][N:10]=[C:6]2[CH:5]=[C:4]([CH3:11])[C:3]=1[C:12]([OH:15])=[O:18]. The yield is 0.900. (7) The reactants are Cl[CH2:2][CH2:3][C:4]([C:6]1[S:10][C:9]2[CH2:11][CH2:12][CH2:13][CH2:14][C:8]=2[CH:7]=1)=[O:5].S(=O)(=O)(O)O. No catalyst specified. The product is [CH2:2]1[C:7]2[C:8]3[CH2:14][CH2:13][CH2:12][CH2:11][C:9]=3[S:10][C:6]=2[C:4](=[O:5])[CH2:3]1. The yield is 0.470.